From a dataset of NCI-60 drug combinations with 297,098 pairs across 59 cell lines. Regression. Given two drug SMILES strings and cell line genomic features, predict the synergy score measuring deviation from expected non-interaction effect. (1) Drug 1: CC(CN1CC(=O)NC(=O)C1)N2CC(=O)NC(=O)C2. Drug 2: CN(C(=O)NC(C=O)C(C(C(CO)O)O)O)N=O. Cell line: BT-549. Synergy scores: CSS=8.85, Synergy_ZIP=-3.58, Synergy_Bliss=-1.41, Synergy_Loewe=-5.31, Synergy_HSA=-0.519. (2) Drug 1: CS(=O)(=O)C1=CC(=C(C=C1)C(=O)NC2=CC(=C(C=C2)Cl)C3=CC=CC=N3)Cl. Drug 2: C1=CC(=CC=C1CCC2=CNC3=C2C(=O)NC(=N3)N)C(=O)NC(CCC(=O)O)C(=O)O. Cell line: A498. Synergy scores: CSS=19.8, Synergy_ZIP=-0.282, Synergy_Bliss=0.584, Synergy_Loewe=-5.05, Synergy_HSA=1.89. (3) Drug 1: CN(C)C1=NC(=NC(=N1)N(C)C)N(C)C. Drug 2: C1CCC(C(C1)N)N.C(=O)(C(=O)[O-])[O-].[Pt+4]. Cell line: M14. Synergy scores: CSS=-4.06, Synergy_ZIP=1.00, Synergy_Bliss=-1.68, Synergy_Loewe=-6.77, Synergy_HSA=-5.09. (4) Drug 1: CC1=C2C(C(=O)C3(C(CC4C(C3C(C(C2(C)C)(CC1OC(=O)C(C(C5=CC=CC=C5)NC(=O)OC(C)(C)C)O)O)OC(=O)C6=CC=CC=C6)(CO4)OC(=O)C)O)C)O. Drug 2: CC12CCC3C(C1CCC2OP(=O)(O)O)CCC4=C3C=CC(=C4)OC(=O)N(CCCl)CCCl.[Na+]. Cell line: OVCAR-5. Synergy scores: CSS=71.9, Synergy_ZIP=10.8, Synergy_Bliss=12.3, Synergy_Loewe=-11.4, Synergy_HSA=15.4. (5) Drug 1: C1CN(CCN1C(=O)CCBr)C(=O)CCBr. Drug 2: C1CNP(=O)(OC1)N(CCCl)CCCl. Cell line: NCI/ADR-RES. Synergy scores: CSS=14.3, Synergy_ZIP=-4.59, Synergy_Bliss=0.554, Synergy_Loewe=-4.04, Synergy_HSA=-1.97. (6) Drug 1: CC1=C(C=C(C=C1)NC2=NC=CC(=N2)N(C)C3=CC4=NN(C(=C4C=C3)C)C)S(=O)(=O)N.Cl. Drug 2: CCC1(C2=C(COC1=O)C(=O)N3CC4=CC5=C(C=CC(=C5CN(C)C)O)N=C4C3=C2)O.Cl. Cell line: SF-268. Synergy scores: CSS=22.1, Synergy_ZIP=1.01, Synergy_Bliss=-1.91, Synergy_Loewe=-44.6, Synergy_HSA=-4.24. (7) Drug 1: C1=CC(=CC=C1CC(C(=O)O)N)N(CCCl)CCCl.Cl. Drug 2: CC(C1=C(C=CC(=C1Cl)F)Cl)OC2=C(N=CC(=C2)C3=CN(N=C3)C4CCNCC4)N. Cell line: SK-MEL-28. Synergy scores: CSS=1.05, Synergy_ZIP=0.788, Synergy_Bliss=4.94, Synergy_Loewe=-2.80, Synergy_HSA=-0.526. (8) Drug 1: C1=NC2=C(N1)C(=S)N=CN2. Drug 2: CCC1(C2=C(COC1=O)C(=O)N3CC4=CC5=C(C=CC(=C5CN(C)C)O)N=C4C3=C2)O.Cl. Cell line: T-47D. Synergy scores: CSS=14.4, Synergy_ZIP=-5.03, Synergy_Bliss=-3.93, Synergy_Loewe=-23.3, Synergy_HSA=-2.33. (9) Drug 1: CCC1=CC2CC(C3=C(CN(C2)C1)C4=CC=CC=C4N3)(C5=C(C=C6C(=C5)C78CCN9C7C(C=CC9)(C(C(C8N6C)(C(=O)OC)O)OC(=O)C)CC)OC)C(=O)OC.C(C(C(=O)O)O)(C(=O)O)O. Drug 2: CCC1(C2=C(COC1=O)C(=O)N3CC4=CC5=C(C=CC(=C5CN(C)C)O)N=C4C3=C2)O.Cl. Cell line: UACC-257. Synergy scores: CSS=17.1, Synergy_ZIP=-7.20, Synergy_Bliss=-4.07, Synergy_Loewe=-6.54, Synergy_HSA=-3.11. (10) Drug 1: CC1=C(C=C(C=C1)NC(=O)C2=CC=C(C=C2)CN3CCN(CC3)C)NC4=NC=CC(=N4)C5=CN=CC=C5. Drug 2: C1=NNC2=C1C(=O)NC=N2. Cell line: EKVX. Synergy scores: CSS=-1.63, Synergy_ZIP=-1.21, Synergy_Bliss=-3.29, Synergy_Loewe=-5.14, Synergy_HSA=-4.47.